Dataset: Catalyst prediction with 721,799 reactions and 888 catalyst types from USPTO. Task: Predict which catalyst facilitates the given reaction. (1) Reactant: [NH2:1][C@:2]12[CH2:37][CH2:36][C@@H:35]([C:38]([CH3:40])=[CH2:39])[C@@H:3]1[C@@H:4]1[C@@:17]([CH3:20])([CH2:18][CH2:19]2)[C@@:16]2([CH3:21])[C@@H:7]([C@:8]3([CH3:34])[C@@H:13]([CH2:14][CH2:15]2)[C:12]([CH3:23])([CH3:22])[C:11]([C:24]2[CH:33]=[CH:32][C:27]([C:28]([O:30]C)=[O:29])=[CH:26][CH:25]=2)=[CH:10][CH2:9]3)[CH2:6][CH2:5]1.Cl[CH2:42][CH2:43][NH:44][CH:45]1[CH2:49][CH2:48][S:47](=[O:51])(=[O:50])[CH2:46]1.P([O-])([O-])([O-])=O.[K+].[K+].[K+].[I-].[K+]. Product: [O:50]=[S:47]1(=[O:51])[CH2:48][CH2:49][CH:45]([NH:44][CH2:43][CH2:42][NH:1][C@:2]23[CH2:37][CH2:36][C@@H:35]([C:38]([CH3:40])=[CH2:39])[C@@H:3]2[C@@H:4]2[C@@:17]([CH3:20])([CH2:18][CH2:19]3)[C@@:16]3([CH3:21])[C@@H:7]([C@:8]4([CH3:34])[C@@H:13]([CH2:14][CH2:15]3)[C:12]([CH3:23])([CH3:22])[C:11]([C:24]3[CH:25]=[CH:26][C:27]([C:28]([OH:30])=[O:29])=[CH:32][CH:33]=3)=[CH:10][CH2:9]4)[CH2:6][CH2:5]2)[CH2:46]1. The catalyst class is: 10. (2) Reactant: [CH2:1]([O:3][C:4](=[O:36])[NH:5][CH:6]1[CH2:15][CH2:14][C:13]2[C:8](=[CH:9][C:10]([O:16][CH2:17][CH2:18][NH:19]C(OC(C)(C)C)=O)=[CH:11][CH:12]=2)[CH:7]1[CH2:27][C:28]1[CH:33]=[CH:32][C:31]([Cl:34])=[C:30]([Cl:35])[CH:29]=1)[CH3:2].Cl. Product: [ClH:34].[NH2:19][CH2:18][CH2:17][O:16][C:10]1[CH:9]=[C:8]2[C:13]([CH2:14][CH2:15][CH:6]([NH:5][C:4](=[O:36])[O:3][CH2:1][CH3:2])[CH:7]2[CH2:27][C:28]2[CH:33]=[CH:32][C:31]([Cl:34])=[C:30]([Cl:35])[CH:29]=2)=[CH:12][CH:11]=1. The catalyst class is: 812.